Task: Predict the reactants needed to synthesize the given product.. Dataset: Full USPTO retrosynthesis dataset with 1.9M reactions from patents (1976-2016) Given the product [NH3:7].[C:29]1([C:28]2[N:21]3[CH:22]=[CH:23][C:24]([CH:26]=[CH2:27])=[CH:25][C:20]3=[N:19][C:18]=2[C:15]2[CH:14]=[CH:13][C:12]([C:8]3([NH2:7])[CH2:9][CH2:10][CH2:11]3)=[CH:17][CH:16]=2)[CH:30]=[CH:31][CH:32]=[CH:33][CH:34]=1, predict the reactants needed to synthesize it. The reactants are: C(OC(=O)[NH:7][C:8]1([C:12]2[CH:17]=[CH:16][C:15]([C:18]3[N:19]=[C:20]4[CH:25]=[C:24]([CH:26]=[CH2:27])[CH:23]=[CH:22][N:21]4[C:28]=3[C:29]3[CH:34]=[CH:33][CH:32]=[CH:31][CH:30]=3)=[CH:14][CH:13]=2)[CH2:11][CH2:10][CH2:9]1)(C)(C)C.Cl.O1CCOCC1.